Dataset: Forward reaction prediction with 1.9M reactions from USPTO patents (1976-2016). Task: Predict the product of the given reaction. (1) Given the reactants Br[C:2]1[CH:7]=[C:6]([CH:8]([F:10])[F:9])[CH:5]=[CH:4][C:3]=1[O:11][CH2:12][CH:13]1[CH2:15][CH2:14]1.[Li]CCCC.C(O[B:25]1[O:29][C:28]([CH3:31])([CH3:30])[C:27]([CH3:33])([CH3:32])[O:26]1)(C)C, predict the reaction product. The product is: [CH:13]1([CH2:12][O:11][C:3]2[CH:4]=[CH:5][C:6]([CH:8]([F:10])[F:9])=[CH:7][C:2]=2[B:25]2[O:29][C:28]([CH3:31])([CH3:30])[C:27]([CH3:33])([CH3:32])[O:26]2)[CH2:15][CH2:14]1. (2) Given the reactants [Cl:1][C:2]1[CH:7]=[CH:6][C:5]([C:8]2[C:9]([C:14]([O:16]CC)=[O:15])=[CH:10][CH:11]=[CH:12][CH:13]=2)=[C:4]([CH3:19])[CH:3]=1.[OH-].[Na+], predict the reaction product. The product is: [Cl:1][C:2]1[CH:7]=[CH:6][C:5]([C:8]2[C:9]([C:14]([OH:16])=[O:15])=[CH:10][CH:11]=[CH:12][CH:13]=2)=[C:4]([CH3:19])[CH:3]=1. (3) Given the reactants [F:1][C:2]1[CH:3]=[CH:4][C:5]2[N:10]([C:11]3[CH:16]=[CH:15][CH:14]=[CH:13][C:12]=3[F:17])[S:9](=[O:19])(=[O:18])[N:8]([CH2:20][CH2:21][C@H:22]3[CH2:24][O:23]3)[CH2:7][C:6]=2[CH:25]=1.C(O)C.[CH3:29][NH2:30], predict the reaction product. The product is: [F:1][C:2]1[CH:3]=[CH:4][C:5]2[N:10]([C:11]3[CH:16]=[CH:15][CH:14]=[CH:13][C:12]=3[F:17])[S:9](=[O:18])(=[O:19])[N:8]([CH2:20][CH2:21][C@H:22]([OH:23])[CH2:24][NH:30][CH3:29])[CH2:7][C:6]=2[CH:25]=1. (4) The product is: [S:7]1[CH:8]=[CH:9][C:5]2[CH:4]=[CH:3][C:2]([NH2:24])=[CH:10][C:6]1=2. Given the reactants Br[C:2]1[CH:3]=[CH:4][C:5]2[CH:9]=[CH:8][S:7][C:6]=2[CH:10]=1.C(=[NH:24])(C1C=CC=CC=1)C1C=CC=CC=1.CC(C)([O-])C.[Na+], predict the reaction product.